This data is from Forward reaction prediction with 1.9M reactions from USPTO patents (1976-2016). The task is: Predict the product of the given reaction. (1) Given the reactants [Si]([O:18][C@@H:19]1[CH2:24][CH2:23][CH2:22][C@H:21]([CH2:25][CH2:26][C:27]([CH3:36])([CH3:35])[C:28]([O:30][C:31]([CH3:34])([CH3:33])[CH3:32])=[O:29])[CH2:20]1)(C(C)(C)C)(C1C=CC=CC=1)C1C=CC=CC=1.[F-].C([N+](CCCC)(CCCC)CCCC)CCC, predict the reaction product. The product is: [OH:18][C@@H:19]1[CH2:24][CH2:23][CH2:22][C@H:21]([CH2:25][CH2:26][C:27]([CH3:36])([CH3:35])[C:28]([O:30][C:31]([CH3:34])([CH3:33])[CH3:32])=[O:29])[CH2:20]1. (2) Given the reactants [C:1]1([C:7](=[C:19]2[CH2:24][C:23]([CH3:26])([CH3:25])[CH2:22][C:21]([CH3:28])([CH3:27])[CH2:20]2)[C:8]2[CH:13]=[CH:12][C:11]([O:14][CH2:15][C:16](O)=[O:17])=[CH:10][CH:9]=2)[CH:6]=[CH:5][CH:4]=[CH:3][CH:2]=1.C(Cl)Cl.C(Cl)(=O)C(Cl)=O.[NH4+:38].[OH-], predict the reaction product. The product is: [C:1]1([C:7](=[C:19]2[CH2:24][C:23]([CH3:26])([CH3:25])[CH2:22][C:21]([CH3:28])([CH3:27])[CH2:20]2)[C:8]2[CH:13]=[CH:12][C:11]([O:14][CH2:15][C:16]([NH2:38])=[O:17])=[CH:10][CH:9]=2)[CH:6]=[CH:5][CH:4]=[CH:3][CH:2]=1.